Dataset: Full USPTO retrosynthesis dataset with 1.9M reactions from patents (1976-2016). Task: Predict the reactants needed to synthesize the given product. The reactants are: C([Sn](CCCC)(CCCC)[C:6]1[S:7][CH:8]=[CH:9][CH:10]=1)CCC.Br[C:20]1[N:24]([S:25]([C:28]2[CH:29]=[N:30][CH:31]=[CH:32][CH:33]=2)(=[O:27])=[O:26])[CH:23]=[C:22]([CH2:34][N:35]([CH3:43])[C:36](=[O:42])[O:37][C:38]([CH3:41])([CH3:40])[CH3:39])[CH:21]=1. Given the product [CH3:43][N:35]([CH2:34][C:22]1[CH:21]=[C:20]([C:6]2[S:7][CH:8]=[CH:9][CH:10]=2)[N:24]([S:25]([C:28]2[CH:29]=[N:30][CH:31]=[CH:32][CH:33]=2)(=[O:27])=[O:26])[CH:23]=1)[C:36](=[O:42])[O:37][C:38]([CH3:41])([CH3:39])[CH3:40], predict the reactants needed to synthesize it.